This data is from TCR-epitope binding with 47,182 pairs between 192 epitopes and 23,139 TCRs. The task is: Binary Classification. Given a T-cell receptor sequence (or CDR3 region) and an epitope sequence, predict whether binding occurs between them. (1) The epitope is FVRATATIPI. The TCR CDR3 sequence is CATSGITRELFF. Result: 0 (the TCR does not bind to the epitope). (2) The epitope is YLDAYNMMI. The TCR CDR3 sequence is CSVDTLAGFTDTQYF. Result: 1 (the TCR binds to the epitope). (3) The epitope is LLFGYPVYV. The TCR CDR3 sequence is CAITNRVGTEAFF. Result: 0 (the TCR does not bind to the epitope). (4) The epitope is QECVRGTTVL. The TCR CDR3 sequence is CASSLHRDTTYEQYF. Result: 1 (the TCR binds to the epitope). (5) The epitope is CINGVCWTV. The TCR CDR3 sequence is CASSRSDREMFNYGYTF. Result: 1 (the TCR binds to the epitope). (6) The epitope is ILKEPVHGV. The TCR CDR3 sequence is CASSPDRGSYEQYF. Result: 0 (the TCR does not bind to the epitope). (7) The epitope is NLVPMVATV. The TCR CDR3 sequence is CASSYSEVYGYTF. Result: 1 (the TCR binds to the epitope). (8) The epitope is LLQTGIHVRVSQPSL. The TCR CDR3 sequence is CASNDWDTGELFF. Result: 1 (the TCR binds to the epitope).